This data is from Forward reaction prediction with 1.9M reactions from USPTO patents (1976-2016). The task is: Predict the product of the given reaction. (1) Given the reactants [CH3:1][C@@H:2]1[CH2:7][CH2:6][CH2:5][NH:4][C@@H:3]1[CH2:8][N:9]1[C:17](=O)C2C(=CC=CC=2)C1=O.[CH3:20][C:21]1[CH:29]=[CH:28][C:24]([C:25]([OH:27])=O)=[C:23]([C:30]2[N:35]=[CH:34][CH:33]=[CH:32][N:31]=2)[CH:22]=1.ClC1[N:42]=[CH:41][C:40]([C:43]([F:46])([F:45])[F:44])=[CH:39][N:38]=1, predict the reaction product. The product is: [CH3:1][C@@H:2]1[CH2:7][CH2:6][CH2:5][N:4]([C:25]([C:24]2[CH:28]=[CH:29][C:21]([CH3:20])=[CH:22][C:23]=2[C:30]2[N:35]=[CH:34][CH:33]=[CH:32][N:31]=2)=[O:27])[C@@H:3]1[CH2:8][NH:9][C:17]1[N:42]=[CH:41][C:40]([C:43]([F:46])([F:45])[F:44])=[CH:39][N:38]=1. (2) Given the reactants [CH2:1]([O:3][C:4]([C:6]1[C:7](=[O:30])[NH:8][C:9]2[C:14]([C:15]=1[N:16]1[CH2:21][CH2:20][N:19]([C:22]([C:24]3[S:25][CH:26]=[CH:27][CH:28]=3)=[O:23])[CH2:18][CH2:17]1)=[CH:13][C:12]([Cl:29])=[CH:11][N:10]=2)=[O:5])[CH3:2].[F:31][C:32]1[CH:33]=[C:34]([CH:37]=[CH:38][CH:39]=1)[CH2:35]Br, predict the reaction product. The product is: [CH2:1]([O:3][C:4]([C:6]1[C:7](=[O:30])[N:8]([CH2:35][C:34]2[CH:37]=[CH:38][CH:39]=[C:32]([F:31])[CH:33]=2)[C:9]2[C:14]([C:15]=1[N:16]1[CH2:21][CH2:20][N:19]([C:22]([C:24]3[S:25][CH:26]=[CH:27][CH:28]=3)=[O:23])[CH2:18][CH2:17]1)=[CH:13][C:12]([Cl:29])=[CH:11][N:10]=2)=[O:5])[CH3:2]. (3) Given the reactants [C:1]1(P(C2C=CC=CC=2)C2C=CC=CC=2)C=CC=CC=1.[CH2:20]([O:22][C:23](=[O:47])[CH2:24][C@@H:25]([C:39]1[CH:40]=[N:41][C:42]([O:45][CH3:46])=[CH:43][CH:44]=1)[NH:26][S:27]([C:30]1[CH:35]=[CH:34][C:33]([N+:36]([O-:38])=[O:37])=[CH:32][CH:31]=1)(=[O:29])=[O:28])[CH3:21].N(C(OCC)=O)=NC(OCC)=O, predict the reaction product. The product is: [CH2:20]([O:22][C:23](=[O:47])[CH2:24][C@@H:25]([C:39]1[CH:40]=[N:41][C:42]([O:45][CH3:46])=[CH:43][CH:44]=1)[N:26]([CH3:1])[S:27]([C:30]1[CH:31]=[CH:32][C:33]([N+:36]([O-:38])=[O:37])=[CH:34][CH:35]=1)(=[O:28])=[O:29])[CH3:21]. (4) Given the reactants C[O:2][C:3](=O)[CH2:4][C:5]([CH2:16][C:17]1[CH:22]=[CH:21][CH:20]=[CH:19][CH:18]=1)([C:14]#[N:15])[C:6]1[CH:11]=[CH:10][CH:9]=[C:8]([O:12][CH3:13])[CH:7]=1.CO.ClCCl, predict the reaction product. The product is: [CH2:16]([C:5]1([C:6]2[CH:11]=[CH:10][CH:9]=[C:8]([O:12][CH3:13])[CH:7]=2)[CH2:14][NH:15][C:3](=[O:2])[CH2:4]1)[C:17]1[CH:22]=[CH:21][CH:20]=[CH:19][CH:18]=1. (5) Given the reactants Cl[C:2]1[N:7]=[CH:6][C:5]([C:8]([NH:10][C:11]2[CH:16]=[C:15]([C:17]3[S:18][CH:19]=[CH:20][CH:21]=3)[CH:14]=[CH:13][C:12]=2[NH:22]C(=O)OC(C)(C)C)=[O:9])=[CH:4][CH:3]=1.Cl.[CH3:31][P:32]1(=[O:43])[O:37][CH2:36][C:35]2([CH2:42][CH2:41][NH:40][CH2:39][CH2:38]2)[CH2:34][O:33]1.CCN(C(C)C)C(C)C, predict the reaction product. The product is: [NH2:22][C:12]1[CH:13]=[CH:14][C:15]([C:17]2[S:18][CH:19]=[CH:20][CH:21]=2)=[CH:16][C:11]=1[NH:10][C:8](=[O:9])[C:5]1[CH:4]=[CH:3][C:2]([N:40]2[CH2:41][CH2:42][C:35]3([CH2:34][O:33][P:32]([CH3:31])(=[O:43])[O:37][CH2:36]3)[CH2:38][CH2:39]2)=[N:7][CH:6]=1. (6) Given the reactants Br[C:2]1[CH:3]=[C:4]([C:10]([O:12][CH3:13])=[O:11])[N:5]([CH:7]([CH3:9])[CH3:8])[CH:6]=1.[CH3:14][C:15]1([CH3:31])[C:19]([CH3:21])([CH3:20])[O:18][B:17]([B:17]2[O:18][C:19]([CH3:21])([CH3:20])[C:15]([CH3:31])([CH3:14])[O:16]2)[O:16]1.CC([O-])=O.[K+].C(OCC)(=O)C, predict the reaction product. The product is: [CH:7]([N:5]1[CH:6]=[C:2]([B:17]2[O:18][C:19]([CH3:21])([CH3:20])[C:15]([CH3:31])([CH3:14])[O:16]2)[CH:3]=[C:4]1[C:10]([O:12][CH3:13])=[O:11])([CH3:9])[CH3:8]. (7) Given the reactants [C:1]([C:3]1([NH:6][C:7]([C@@H:9]2[CH2:13][C@@H:12]([S:14]([C:17]3[CH:22]=[CH:21][C:20](F)=[CH:19][C:18]=3[C:24]([F:27])([F:26])[F:25])(=[O:16])=[O:15])[CH2:11][C@H:10]2[C:28]([N:30]2[CH2:33][C:32]([F:35])([F:34])[CH2:31]2)=[O:29])=[O:8])[CH2:5][CH2:4]1)#[N:2].C(=O)([O-])[O-].[Cs+].[Cs+].[OH:42][CH:43]1[CH2:46][O:45][CH2:44]1, predict the reaction product. The product is: [C:1]([C:3]1([NH:6][C:7]([CH:9]2[CH2:13][CH:12]([S:14]([C:17]3[CH:22]=[CH:21][C:20]([O:42][CH:43]4[CH2:46][O:45][CH2:44]4)=[CH:19][C:18]=3[C:24]([F:25])([F:26])[F:27])(=[O:15])=[O:16])[CH2:11][CH:10]2[C:28]([N:30]2[CH2:31][C:32]([F:34])([F:35])[CH2:33]2)=[O:29])=[O:8])[CH2:4][CH2:5]1)#[N:2].